Dataset: Reaction yield outcomes from USPTO patents with 853,638 reactions. Task: Predict the reaction yield, written as a fraction of the theoretical maximum amount of product (1.0 means a 100% yield; for example, 0.34 means a 34% yield). (1) The reactants are [N:1]1[CH:2]=[CH:3][N:4]2[C:9]=1[CH:8]=[CH:7][C:6]([O:10][C:11]1[CH:12]=[C:13]([CH:17]=[CH:18][CH:19]=1)[C:14]([OH:16])=O)=[N:5]2.[F:20][C:21]([F:30])([F:29])[C:22]1[CH:23]=[C:24]([CH:26]=[CH:27][CH:28]=1)[NH2:25].O.ON1C2C=CC=CC=2N=N1.Cl.CN(C)CCCN=C=NCC.C(N(CC)CC)C. The catalyst is CN(C)C=O. The product is [N:1]1[CH:2]=[CH:3][N:4]2[C:9]=1[CH:8]=[CH:7][C:6]([O:10][C:11]1[CH:12]=[C:13]([CH:17]=[CH:18][CH:19]=1)[C:14]([NH:25][C:24]1[CH:26]=[CH:27][CH:28]=[C:22]([C:21]([F:20])([F:29])[F:30])[CH:23]=1)=[O:16])=[N:5]2. The yield is 0.570. (2) The product is [C:3]([C:5]1[N:6]([CH2:25][CH2:24][NH:23][C:22](=[O:27])[O:21][C:17]([CH3:20])([CH3:19])[CH3:18])[C:7]2[C:12]([CH:13]=1)=[CH:11][CH:10]=[C:9]([S:14][CH3:15])[CH:8]=2)(=[O:4])[CH:2]([CH3:16])[CH3:1]. The reactants are [CH3:1][CH:2]([CH3:16])[C:3]([C:5]1[NH:6][C:7]2[C:12]([CH:13]=1)=[CH:11][CH:10]=[C:9]([S:14][CH3:15])[CH:8]=2)=[O:4].[C:17]([O:21][C:22](=[O:27])[NH:23][CH2:24][CH2:25]Br)([CH3:20])([CH3:19])[CH3:18]. The yield is 0.207. The catalyst is [N+](CCCC)(CCCC)(CCCC)CCCC.[Br-].[OH-].[Na+].O. (3) The reactants are [CH2:1]([O:3][C:4]1[C:9]([C:10]#[N:11])=[C:8](F)[C:7]([CH2:13][OH:14])=[CH:6][CH:5]=1)[CH3:2].[SH:15][CH2:16][C:17]([NH2:19])=[O:18].[O-]CC.[Na+]. The catalyst is CN(C=O)C.[OH-].[Na+]. The product is [NH2:11][C:10]1[C:9]2[C:4]([O:3][CH2:1][CH3:2])=[CH:5][CH:6]=[C:7]([CH2:13][OH:14])[C:8]=2[S:15][C:16]=1[C:17]([NH2:19])=[O:18]. The yield is 0.889. (4) The reactants are C[O:2][C:3](=[O:43])[C@@H:4]([NH:20][C:21](=[O:42])[C:22]1[CH:27]=[CH:26][C:25]([Cl:28])=[CH:24][C:23]=1[NH:29][S:30]([C:33]1[C:38]2=[N:39][S:40][N:41]=[C:37]2[CH:36]=[CH:35][CH:34]=1)(=[O:32])=[O:31])[CH:5]([C:13]1[CH:18]=[CH:17][C:16]([Cl:19])=[CH:15][CH:14]=1)[C:6]1[CH:11]=[CH:10][C:9]([Cl:12])=[CH:8][CH:7]=1.N1SN=C2C(S(NC3C=C(Cl)C=CC=3C(O)=O)(=O)=O)=CC=CC=12.COC(=O)[C@@H](N)C(C1C=CC(Cl)=CC=1)C1C=CC(Cl)=CC=1. No catalyst specified. The product is [N:41]1[S:40][N:39]=[C:38]2[C:33]([S:30]([NH:29][C:23]3[CH:24]=[C:25]([Cl:28])[CH:26]=[CH:27][C:22]=3[C:21]([NH:20][C@@H:4]([CH:5]([C:6]3[CH:11]=[CH:10][C:9]([Cl:12])=[CH:8][CH:7]=3)[C:13]3[CH:14]=[CH:15][C:16]([Cl:19])=[CH:17][CH:18]=3)[C:3]([OH:43])=[O:2])=[O:42])(=[O:31])=[O:32])=[CH:34][CH:35]=[CH:36][C:37]=12. The yield is 0.940. (5) The reactants are [CH2:1]([O:8][C:9]([NH:11][CH:12]([CH3:23])[CH:13]([OH:22])[C:14]([CH3:21])([CH3:20])[C:15]([O:17][CH2:18][CH3:19])=[O:16])=[O:10])[C:2]1[CH:7]=[CH:6][CH:5]=[CH:4][CH:3]=1.N1C(C)=CC=CC=1C.FC(F)(F)S(O[Si:38]([C:41]([CH3:44])([CH3:43])[CH3:42])([CH3:40])[CH3:39])(=O)=O.O. The catalyst is C1COCC1. The product is [CH2:1]([O:8][C:9]([NH:11][CH:12]([CH3:23])[CH:13]([O:22][Si:38]([C:41]([CH3:44])([CH3:43])[CH3:42])([CH3:40])[CH3:39])[C:14]([CH3:21])([CH3:20])[C:15]([O:17][CH2:18][CH3:19])=[O:16])=[O:10])[C:2]1[CH:3]=[CH:4][CH:5]=[CH:6][CH:7]=1. The yield is 0.700. (6) The reactants are [Cl:1][C:2]1[CH:7]=[CH:6][CH:5]=[CH:4][C:3]=1[CH2:8][CH2:9][O:10][C:11]1[CH:16]=[CH:15][C:14]([C:17]2[N:27]=[CH:26][CH:25]=[CH:24][C:18]=2[C:19]([O:21]CC)=[O:20])=[CH:13][C:12]=1[C:28]#[N:29].[OH-].[Na+].O. The catalyst is C(O)C. The product is [Cl:1][C:2]1[CH:7]=[CH:6][CH:5]=[CH:4][C:3]=1[CH2:8][CH2:9][O:10][C:11]1[CH:16]=[CH:15][C:14]([C:17]2[N:27]=[CH:26][CH:25]=[CH:24][C:18]=2[C:19]([OH:21])=[O:20])=[CH:13][C:12]=1[C:28]#[N:29]. The yield is 0.900. (7) The reactants are B(Br)(Br)Br.C[O:6][C:7]1[CH:8]=[C:9]2[C:14](=[CH:15][CH:16]=1)[C:13]([C:17]([C:19]1[CH:24]=[CH:23][C:22]([O:25][CH2:26][CH2:27][N:28]3[CH2:33][CH2:32][CH2:31][CH2:30][CH2:29]3)=[CH:21][CH:20]=1)=[O:18])=[C:12]([CH2:34][C:35]1[CH:40]=[CH:39][CH:38]=[CH:37][C:36]=1[O:41]C)[CH:11]=[CH:10]2. The catalyst is C(Cl)Cl. The product is [OH:6][C:7]1[CH:8]=[C:9]2[C:14](=[CH:15][CH:16]=1)[C:13]([C:17]([C:19]1[CH:20]=[CH:21][C:22]([O:25][CH2:26][CH2:27][N:28]3[CH2:29][CH2:30][CH2:31][CH2:32][CH2:33]3)=[CH:23][CH:24]=1)=[O:18])=[C:12]([CH2:34][C:35]1[CH:40]=[CH:39][CH:38]=[CH:37][C:36]=1[OH:41])[CH:11]=[CH:10]2. The yield is 0.260. (8) The reactants are [I-].ClC1C=CC=C[N+:4]=1C.CCN(C(C)C)C(C)C.[Br:19][C:20]1[CH:28]=[CH:27][C:23](C(O)=O)=[CH:22][N:21]=1.[F:29][C:30]1[CH:35]=[CH:34][C:33]([C:36]2[N:40]([CH:41]3[CH2:46][CH2:45][CH2:44][CH2:43][O:42]3)[N:39]=[C:38]([C:47]([OH:49])=O)[CH:37]=2)=[CH:32][CH:31]=1. The catalyst is C(Cl)Cl.CN(C=O)C. The product is [Br:19][C:20]1[N:21]=[C:22]([NH:4][C:47]([C:38]2[CH:37]=[C:36]([C:33]3[CH:34]=[CH:35][C:30]([F:29])=[CH:31][CH:32]=3)[N:40]([CH:41]3[CH2:46][CH2:45][CH2:44][CH2:43][O:42]3)[N:39]=2)=[O:49])[CH:23]=[CH:27][CH:28]=1. The yield is 0.500. (9) The reactants are [NH2:1][C:2]1[CH:3]=[C:4]2[C:8](=[CH:9][C:10]=1[OH:11])[NH:7][C:6]([C:12]([O:14][CH3:15])=[O:13])=[CH:5]2.[O:16]1CC[CH2:18][CH2:17]1.C(=O)([O-])O.[Na+].ClCC(Cl)=O.C(=O)([O-])[O-].[K+].[K+]. No catalyst specified. The product is [O:16]=[C:17]1[CH2:18][O:11][C:10]2[CH:9]=[C:8]3[NH:7][C:6]([C:12]([O:14][CH3:15])=[O:13])=[CH:5][C:4]3=[CH:3][C:2]=2[NH:1]1. The yield is 0.710. (10) The reactants are [NH2:1][C:2]1[C:7]([C:8]2[N:30]([C:31]3[CH:36]=[CH:35][C:34]([C:37]4([NH:41]C(=O)OC(C)(C)C)[CH2:40][CH2:39][CH2:38]4)=[CH:33][CH:32]=3)[C:11]3=[N:12][C:13]([C:16]4[CH:21]=[CH:20][CH:19]=[C:18]([N:22]5[CH2:28][CH:27]6[O:29][CH:24]([CH2:25][CH2:26]6)[CH2:23]5)[CH:17]=4)=[CH:14][CH:15]=[C:10]3[N:9]=2)=[CH:6][CH:5]=[CH:4][N:3]=1.[ClH:49].O1CCOCC1. The catalyst is C(Cl)Cl.CO. The product is [ClH:49].[ClH:49].[ClH:49].[NH2:41][C:37]1([C:34]2[CH:35]=[CH:36][C:31]([N:30]3[C:11]4=[N:12][C:13]([C:16]5[CH:21]=[CH:20][CH:19]=[C:18]([N:22]6[CH2:23][CH:24]7[O:29][CH:27]([CH2:26][CH2:25]7)[CH2:28]6)[CH:17]=5)=[CH:14][CH:15]=[C:10]4[N:9]=[C:8]3[C:7]3[C:2]([NH2:1])=[N:3][CH:4]=[CH:5][CH:6]=3)=[CH:32][CH:33]=2)[CH2:38][CH2:39][CH2:40]1. The yield is 0.870.